This data is from Choline transporter screen with 302,306 compounds. The task is: Binary Classification. Given a drug SMILES string, predict its activity (active/inactive) in a high-throughput screening assay against a specified biological target. (1) The drug is S(c1n(c(nn1)c1ccncc1)CC=C)Cc1cccnc1. The result is 0 (inactive). (2) The compound is Oc1c(c(n(c2ccccc2)c(=O)c1)c1c2c(ccc1)cccc2)C(=O)C. The result is 0 (inactive). (3) The molecule is Clc1cc(N(S(=O)(=O)C)CC(=O)N(CC)CC)ccc1F. The result is 0 (inactive).